This data is from Full USPTO retrosynthesis dataset with 1.9M reactions from patents (1976-2016). The task is: Predict the reactants needed to synthesize the given product. (1) Given the product [O:27]1[CH2:28][CH2:29][N:24]([C:4]2[C:5]3[S:10][C:9]([CH2:11][N:12]4[CH2:17][CH2:16][CH:15]([N:18]5[CH2:23][CH2:22][CH2:21][CH2:20][CH2:19]5)[CH2:14][CH2:13]4)=[CH:8][C:6]=3[N:7]=[C:2]([C:38]3[CH:39]=[N:40][C:41]([NH2:44])=[N:42][CH:43]=3)[N:3]=2)[CH2:25][CH2:26]1, predict the reactants needed to synthesize it. The reactants are: Cl[C:2]1[N:3]=[C:4]([N:24]2[CH2:29][CH2:28][O:27][CH2:26][CH2:25]2)[C:5]2[S:10][C:9]([CH2:11][N:12]3[CH2:17][CH2:16][CH:15]([N:18]4[CH2:23][CH2:22][CH2:21][CH2:20][CH2:19]4)[CH2:14][CH2:13]3)=[CH:8][C:6]=2[N:7]=1.CC1(C)C(C)(C)OB([C:38]2[CH:39]=[N:40][C:41]([NH2:44])=[N:42][CH:43]=2)O1. (2) Given the product [F:1][C:2]1[CH:10]=[C:9]([F:11])[CH:8]=[C:7]2[C:3]=1[CH:4]=[CH:5][NH:6]2, predict the reactants needed to synthesize it. The reactants are: [F:1][C:2]1[CH:10]=[C:9]([F:11])[CH:8]=[C:7]2[C:3]=1[CH2:4][CH2:5][NH:6]2. (3) Given the product [CH3:1][NH:2][S:9]([C:5]1[CH:6]=[CH:7][CH:8]=[C:3]([CH3:13])[CH:4]=1)(=[O:11])=[O:10], predict the reactants needed to synthesize it. The reactants are: [CH3:1][NH2:2].[C:3]1([CH3:13])[CH:8]=[CH:7][CH:6]=[C:5]([S:9](Cl)(=[O:11])=[O:10])[CH:4]=1. (4) Given the product [CH3:36][C:10]1([CH2:9][OH:8])[S:16][CH2:15][CH2:14][N:13]2[C:17]([C:20]3([C:23]4[CH:24]=[CH:25][C:26]([C:29]5[CH:34]=[C:33]([CH3:35])[CH:32]=[CH:31][N:30]=5)=[CH:27][CH:28]=4)[CH2:22][CH2:21]3)=[N:18][N:19]=[C:12]2[CH2:11]1, predict the reactants needed to synthesize it. The reactants are: [Si]([O:8][CH2:9][C:10]1([CH3:36])[S:16][CH2:15][CH2:14][N:13]2[C:17]([C:20]3([C:23]4[CH:28]=[CH:27][C:26]([C:29]5[CH:34]=[C:33]([CH3:35])[CH:32]=[CH:31][N:30]=5)=[CH:25][CH:24]=4)[CH2:22][CH2:21]3)=[N:18][N:19]=[C:12]2[CH2:11]1)(C(C)(C)C)(C)C.Cl. (5) Given the product [F:1][C:2]1[CH:7]=[C:6]([CH:5]=[C:4]([C:11]2[O:15][CH:14]=[N:13][CH:12]=2)[CH:3]=1)[NH2:8], predict the reactants needed to synthesize it. The reactants are: [F:1][C:2]1[CH:3]=[C:4]([C:11]2[O:15][CH:14]=[N:13][CH:12]=2)[CH:5]=[C:6]([N+:8]([O-])=O)[CH:7]=1.N.O. (6) Given the product [C:3]([C:11]1[CH:12]=[C:13](/[C:17](=[N:23]/[O:24][CH2:26][C:27]2[CH:28]=[CH:29][C:30]([O:31][CH2:32][C:33]3[N:34]=[C:35]([C:39]4[CH:44]=[CH:43][CH:42]=[CH:41][CH:40]=4)[O:36][C:37]=3[CH3:38])=[CH:45][CH:46]=2)/[C:18]([O:20][CH2:21][CH3:22])=[O:19])[CH:14]=[CH:15][CH:16]=1)(=[O:10])[C:4]1[CH:9]=[CH:8][CH:7]=[CH:6][CH:5]=1, predict the reactants needed to synthesize it. The reactants are: [H-].[Na+].[C:3]([C:11]1[CH:12]=[C:13](/[C:17](=[N:23]/[OH:24])/[C:18]([O:20][CH2:21][CH3:22])=[O:19])[CH:14]=[CH:15][CH:16]=1)(=[O:10])[C:4]1[CH:9]=[CH:8][CH:7]=[CH:6][CH:5]=1.Cl[CH2:26][C:27]1[CH:46]=[CH:45][C:30]([O:31][CH2:32][C:33]2[N:34]=[C:35]([C:39]3[CH:44]=[CH:43][CH:42]=[CH:41][CH:40]=3)[O:36][C:37]=2[CH3:38])=[CH:29][CH:28]=1.Cl.C(=O)(O)[O-].[Na+]. (7) Given the product [Br:19][C:20]1[CH:21]=[C:22]([CH:25]=[C:26]([C:28]2[N:1]=[C:2]3[N:6]([CH:29]=2)[C:5](=[O:7])/[C:4](=[CH:8]/[C:9]2[CH:14]=[C:13]([O:15][CH3:16])[C:12]([OH:17])=[C:11]([Cl:18])[CH:10]=2)/[S:3]3)[CH:27]=1)[C:23]#[N:24], predict the reactants needed to synthesize it. The reactants are: [NH2:1][C:2]1[S:3]/[C:4](=[CH:8]\[C:9]2[CH:14]=[C:13]([O:15][CH3:16])[C:12]([OH:17])=[C:11]([Cl:18])[CH:10]=2)/[C:5](=[O:7])[N:6]=1.[Br:19][C:20]1[CH:21]=[C:22]([CH:25]=[C:26]([C:28](=O)[CH2:29]Br)[CH:27]=1)[C:23]#[N:24].CC(O)C. (8) Given the product [F:14][C:15]1[C:16]([CH:23]=[O:24])=[N:17][CH:18]=[CH:19][CH:20]=1, predict the reactants needed to synthesize it. The reactants are: C([Li])CCC.CN(C)CCN(C)C.[F:14][C:15]1[CH:16]=[N:17][CH:18]=[CH:19][CH:20]=1.CN(C)[CH:23]=[O:24]. (9) Given the product [OH:25][NH:24][C:20]([C:17]1[CH:18]=[CH:19][C:9]2[CH2:8][N:7]([C:1]3[CH:2]=[CH:3][CH:4]=[CH:5][CH:6]=3)[C:13]3([CH2:12][O:11][C:10]=2[CH:16]=1)[CH2:15][CH2:14]3)=[O:21], predict the reactants needed to synthesize it. The reactants are: [C:1]1([N:7]2[C:13]3([CH2:15][CH2:14]3)[CH2:12][O:11][C:10]3[CH:16]=[C:17]([C:20](OC)=[O:21])[CH:18]=[CH:19][C:9]=3[CH2:8]2)[CH:6]=[CH:5][CH:4]=[CH:3][CH:2]=1.[NH2:24][OH:25].[OH-].[Na+].C1COCC1.CO. (10) The reactants are: [CH3:1][O:2][C:3]([C:5]1[S:14][C:8]2[N:9]=[CH:10][N:11]=[C:12](Cl)[C:7]=2[C:6]=1[CH3:15])=[O:4].[NH2:16][C:17]1[C:18]([O:23][C@H:24]2[CH2:29][CH2:28][CH2:27][N:26]([C:30]([O:32][C:33]([CH3:36])([CH3:35])[CH3:34])=[O:31])[CH2:25]2)=[N:19][CH:20]=[CH:21][CH:22]=1. Given the product [CH3:1][O:2][C:3]([C:5]1[S:14][C:8]2[N:9]=[CH:10][N:11]=[C:12]([NH:16][C:17]3[C:18]([O:23][C@H:24]4[CH2:29][CH2:28][CH2:27][N:26]([C:30]([O:32][C:33]([CH3:36])([CH3:35])[CH3:34])=[O:31])[CH2:25]4)=[N:19][CH:20]=[CH:21][CH:22]=3)[C:7]=2[C:6]=1[CH3:15])=[O:4], predict the reactants needed to synthesize it.